This data is from Full USPTO retrosynthesis dataset with 1.9M reactions from patents (1976-2016). The task is: Predict the reactants needed to synthesize the given product. (1) Given the product [Cl:1][C:2]1[CH:3]=[C:4]([C:9]2[C:18]3[C:13](=[CH:14][C:15]([CH2:19][N:20]4[CH:24]=[C:23]([C@:25]([OH:32])([C:28]([F:31])([F:29])[F:30])[CH2:26][CH3:27])[N:22]=[N:21]4)=[CH:16][CH:17]=3)[N:12]=[C:11]([C:33]([NH2:34])=[O:36])[CH:10]=2)[CH:5]=[C:6]([Cl:8])[CH:7]=1, predict the reactants needed to synthesize it. The reactants are: [Cl:1][C:2]1[CH:3]=[C:4]([C:9]2[C:18]3[C:13](=[CH:14][C:15]([CH2:19][N:20]4[CH:24]=[C:23]([C@:25]([OH:32])([C:28]([F:31])([F:30])[F:29])[CH2:26][CH3:27])[N:22]=[N:21]4)=[CH:16][CH:17]=3)[N:12]=[C:11]([C:33]#[N:34])[CH:10]=2)[CH:5]=[C:6]([Cl:8])[CH:7]=1.C([O-])([O-])=[O:36].C([O-])([O-])=O.OO.OO.OO.[Na+].[Na+].[Na+].[Na+]. (2) The reactants are: [NH2:1][C:2]1[CH:10]=[CH:9][CH:8]=[CH:7][C:3]=1[C:4]([OH:6])=[O:5].C(=O)([O-])[O-].[K+].[K+].Cl[C:18]1[CH:23]=[CH:22][C:21]([Cl:24])=[CH:20][C:19]=1[N+:25]([O-:27])=[O:26]. Given the product [Cl:24][C:21]1[CH:22]=[CH:23][C:18]([NH:1][C:2]2[CH:10]=[CH:9][CH:8]=[CH:7][C:3]=2[C:4]([OH:6])=[O:5])=[C:19]([N+:25]([O-:27])=[O:26])[CH:20]=1, predict the reactants needed to synthesize it.